Dataset: M1 muscarinic receptor agonist screen with 61,833 compounds. Task: Binary Classification. Given a drug SMILES string, predict its activity (active/inactive) in a high-throughput screening assay against a specified biological target. (1) The compound is S(=O)(=O)(NC(CC(C)C)C(=O)Nc1scc(n1)C)c1cc2oc(=O)n(c2cc1)C. The result is 0 (inactive). (2) The compound is O=C(Nc1n(c(=O)n(c(=O)c1)C)C)c1ccc(C(C)(C)C)cc1. The result is 0 (inactive). (3) The molecule is S(=O)(=O)(CCC(OCC)=O)c1nc(cc(n1)C(F)(F)F)c1ccccc1. The result is 0 (inactive). (4) The drug is O(c1ccc(C(=C(\CC)c2ccc(OC(=O)CC)cc2)/CC)cc1)C(=O)CC. The result is 0 (inactive). (5) The molecule is S(=O)(=O)(N1CCN(CC1)C(=O)CCC(=O)c1sccc1)c1ccccc1. The result is 0 (inactive). (6) The result is 0 (inactive). The molecule is s1c2NC(N(C)C)NC(=O)c2cc1c1ccccc1. (7) The molecule is s1c(C(=O)c2c(cccc2)C(O)=O)ccc1. The result is 0 (inactive). (8) The drug is Brc1c(n(nc1C)Cc1oc(C(=O)N2C(CCc3c2ccc(F)c3)C)cc1)C. The result is 0 (inactive).